This data is from Forward reaction prediction with 1.9M reactions from USPTO patents (1976-2016). The task is: Predict the product of the given reaction. (1) The product is: [N:21]([C:19]1[CH:18]=[CH:17][C:16]2[NH:12][CH:13]=[N:14][C:15]=2[CH:20]=1)=[C:1]=[S:2]. Given the reactants [C:1](Cl)(Cl)=[S:2].C(=O)([O-])[O-].[K+].[K+].O.[NH:12]1[C:16]2[CH:17]=[CH:18][C:19]([NH2:21])=[CH:20][C:15]=2[N:14]=[CH:13]1, predict the reaction product. (2) The product is: [Cl:3][C:4]1[CH:8]=[CH:7][N:6]([CH3:14])[C:5]=1[C:9]([O:11][CH3:12])=[O:10]. Given the reactants [H-].[Na+].[Cl:3][C:4]1[CH:8]=[CH:7][NH:6][C:5]=1[C:9]([O:11][CH3:12])=[O:10].I[CH3:14], predict the reaction product. (3) The product is: [Br:1][C:2]1[CH:3]=[C:4]2[C:10]([C:29]3[CH:28]=[N:27][N:26]([CH2:25][C:24]4[CH:40]=[CH:41][CH:42]=[CH:43][C:23]=4[F:22])[CH:30]=3)=[CH:9][N:8]([S:12]([C:15]3[CH:21]=[CH:20][C:18]([CH3:19])=[CH:17][CH:16]=3)(=[O:14])=[O:13])[C:5]2=[N:6][CH:7]=1. Given the reactants [Br:1][C:2]1[CH:3]=[C:4]2[C:10](I)=[CH:9][N:8]([S:12]([C:15]3[CH:21]=[CH:20][C:18]([CH3:19])=[CH:17][CH:16]=3)(=[O:14])=[O:13])[C:5]2=[N:6][CH:7]=1.[F:22][C:23]1[CH:43]=[CH:42][CH:41]=[CH:40][C:24]=1[CH2:25][N:26]1[CH:30]=[C:29](B2OC(C)(C)C(C)(C)O2)[CH:28]=[N:27]1.C1(C)C=CC=CC=1.C(O)C.O.C(=O)([O-])[O-].[K+].[K+], predict the reaction product.